This data is from Full USPTO retrosynthesis dataset with 1.9M reactions from patents (1976-2016). The task is: Predict the reactants needed to synthesize the given product. Given the product [CH4:2].[CH2:2]=[CH:3][C:4]#[N:5].[CH2:6]=[CH:7][C:8]1[CH:13]=[CH:12][CH:11]=[CH:10][CH:9]=1.[C:4](#[N:5])[CH:3]=[CH2:2].[CH2:6]=[CH:7][C:8]1[CH:13]=[CH:12][CH:11]=[CH:10][CH:9]=1, predict the reactants needed to synthesize it. The reactants are: C.[CH2:2]=[CH:3][C:4]#[N:5].[CH2:6]=[CH:7][C:8]1[CH:13]=[CH:12][CH:11]=[CH:10][CH:9]=1.